This data is from Peptide-MHC class II binding affinity with 134,281 pairs from IEDB. The task is: Regression. Given a peptide amino acid sequence and an MHC pseudo amino acid sequence, predict their binding affinity value. This is MHC class II binding data. The peptide sequence is IYSKYGGTEIKYNGE. The MHC is DRB1_1501 with pseudo-sequence DRB1_1501. The binding affinity (normalized) is 0.244.